From a dataset of Forward reaction prediction with 1.9M reactions from USPTO patents (1976-2016). Predict the product of the given reaction. Given the reactants C([C@H]([C@@H](C(OC(C)C)=O)O)O)(OC(C)C)=[O:2].C(OO)(C)(C)C.[Cl:23][C:24]1[CH:29]=[CH:28][C:27](/[CH:30]=[CH:31]/[CH2:32][OH:33])=[CH:26][C:25]=1[F:34], predict the reaction product. The product is: [Cl:23][C:24]1[CH:29]=[CH:28][C:27]([C@H:30]2[O:2][C@@H:31]2[CH2:32][OH:33])=[CH:26][C:25]=1[F:34].